From a dataset of Catalyst prediction with 721,799 reactions and 888 catalyst types from USPTO. Predict which catalyst facilitates the given reaction. (1) Reactant: C([NH:5]C1C(C)=NC2C(N=1)=C(C1NC3CN[C:23](=[O:24])C=3C=1)C=CC=2)(C)(C)C.Cl.[NH2:27][CH2:28][C:29]1[NH:30][C:31]([C:37]2[CH:46]=[CH:45][CH:44]=[C:43]3[C:38]=2[N:39]=[C:40]([NH:48][C:49]([CH3:52])([CH3:51])[CH3:50])[C:41]([CH3:47])=[N:42]3)=[CH:32][C:33]=1[C:34]([OH:36])=O.CCN(C(C)C)C(C)C.F[P-](F)(F)(F)(F)F.N1(O[P+](N2CCCC2)(N2CCCC2)N2CCCC2)C2C=CC=CC=2N=N1. Product: [NH3:5].[CH3:23][OH:24].[C:49]([NH:48][C:40]1[C:41]([CH3:47])=[N:42][C:43]2[C:38]([N:39]=1)=[C:37]([C:31]1[NH:30][C:29]3[CH2:28][NH:27][C:34](=[O:36])[C:33]=3[CH:32]=1)[CH:46]=[CH:45][CH:44]=2)([CH3:52])([CH3:51])[CH3:50]. The catalyst class is: 59. (2) Reactant: [CH2:1]([S:8][CH2:9][CH:10]([CH2:21][CH2:22][C:23]([O:25]CC1C=CC=CC=1)=[O:24])[C:11]([O:13]CC1C=CC=CC=1)=[O:12])[C:2]1[CH:7]=[CH:6][CH:5]=[CH:4][CH:3]=1.[OH-].[Na+]. Product: [CH2:1]([S:8][CH2:9][CH:10]([CH2:21][CH2:22][C:23]([OH:25])=[O:24])[C:11]([OH:13])=[O:12])[C:2]1[CH:3]=[CH:4][CH:5]=[CH:6][CH:7]=1. The catalyst class is: 7. (3) Reactant: [O:1]=[S:2]1(=[O:30])[CH2:7][CH2:6][N:5]([C:8]([C:10]2[NH:11][C:12]3[C:17]([CH:18]=2)=[CH:16][C:15]([C:19]([N:21]2[CH2:26][CH2:25][N:24]([CH:27]([CH3:29])[CH3:28])[CH2:23][CH2:22]2)=[O:20])=[CH:14][CH:13]=3)=[O:9])[CH2:4][CH2:3]1.[H-].[Na+].Br[CH:34]([CH3:36])[CH3:35]. Product: [O:30]=[S:2]1(=[O:1])[CH2:7][CH2:6][N:5]([C:8]([C:10]2[N:11]([CH:34]([CH3:36])[CH3:35])[C:12]3[C:17]([CH:18]=2)=[CH:16][C:15]([C:19]([N:21]2[CH2:22][CH2:23][N:24]([CH:27]([CH3:28])[CH3:29])[CH2:25][CH2:26]2)=[O:20])=[CH:14][CH:13]=3)=[O:9])[CH2:4][CH2:3]1. The catalyst class is: 9.